From a dataset of Catalyst prediction with 721,799 reactions and 888 catalyst types from USPTO. Predict which catalyst facilitates the given reaction. (1) Reactant: Br[C:2]1[CH:7]=[CH:6][C:5]([C:8]([F:11])([F:10])[F:9])=[CH:4][CH:3]=1.[CH:12]([C:14]1[CH:22]=[CH:21][C:17](C(O)=O)=[CH:16][CH:15]=1)=[O:13].C(COC)OC.C(=O)([O-])[O-].[Na+].[Na+]. Product: [F:9][C:8]([F:11])([F:10])[C:5]1[CH:6]=[CH:7][C:2]([C:17]2[CH:21]=[CH:22][C:14]([CH:12]=[O:13])=[CH:15][CH:16]=2)=[CH:3][CH:4]=1. The catalyst class is: 229. (2) Product: [Cl:1][C:2]1[CH:11]=[C:10]([CH:12]([NH2:29])[CH3:13])[C:9]([N:15]2[CH2:20][CH2:19][C:18]([F:22])([F:21])[CH2:17][CH2:16]2)=[C:8]2[C:3]=1[CH:4]=[CH:5][CH:6]=[N:7]2. Reactant: [Cl:1][C:2]1[CH:11]=[C:10]([C:12](=O)[CH3:13])[C:9]([N:15]2[CH2:20][CH2:19][C:18]([F:22])([F:21])[CH2:17][CH2:16]2)=[C:8]2[C:3]=1[CH:4]=[CH:5][CH:6]=[N:7]2.C([O-])(=O)C.[NH4+].C([BH3-])#[N:29].[Na+]. The catalyst class is: 449.